From a dataset of Full USPTO retrosynthesis dataset with 1.9M reactions from patents (1976-2016). Predict the reactants needed to synthesize the given product. (1) Given the product [C:1]([C:4]1[CH:5]=[C:6]([C:21]([NH:57][CH2:56][CH2:55][N:54]([CH3:58])[CH3:53])=[O:22])[CH:7]=[C:8]2[C:13]=1[O:12][C:11]([N:14]1[CH2:15][CH2:16][O:17][CH2:18][CH2:19]1)=[CH:10][C:9]2=[O:20])(=[O:3])[CH3:2], predict the reactants needed to synthesize it. The reactants are: [C:1]([C:4]1[CH:5]=[C:6]([C:21](O)=[O:22])[CH:7]=[C:8]2[C:13]=1[O:12][C:11]([N:14]1[CH2:19][CH2:18][O:17][CH2:16][CH2:15]1)=[CH:10][C:9]2=[O:20])(=[O:3])[CH3:2].CCN(C(C)C)C(C)C.[B-](F)(F)(F)F.CN(C(ON1C(=O)CCC1=O)=[N+](C)C)C.[CH3:53][N:54]([CH3:58])[CH2:55][CH2:56][NH2:57]. (2) Given the product [CH3:10][C:11]1([CH3:17])[CH2:15][CH2:14][CH2:13][C:12]1=[N:2][NH:1][C:3]([O:5][C:6]([CH3:9])([CH3:8])[CH3:7])=[O:4], predict the reactants needed to synthesize it. The reactants are: [NH:1]([C:3]([O:5][C:6]([CH3:9])([CH3:8])[CH3:7])=[O:4])[NH2:2].[CH3:10][C:11]1([CH3:17])[CH2:15][CH2:14][CH2:13][C:12]1=O. (3) Given the product [Cl:1][C:2]1[CH:3]=[C:4]([CH:10]=[O:27])[C:5](=[O:9])[N:6]([CH3:8])[N:7]=1, predict the reactants needed to synthesize it. The reactants are: [Cl:1][C:2]1[CH:3]=[C:4]([CH:10]=CC2C=CC=CC=2)[C:5](=[O:9])[N:6]([CH3:8])[N:7]=1.CC1C=CC=C(C)N=1.I([O-])(=O)(=O)=[O:27].[Na+].